This data is from Catalyst prediction with 721,799 reactions and 888 catalyst types from USPTO. The task is: Predict which catalyst facilitates the given reaction. (1) Reactant: [CH3:1][O:2][C:3]1[CH:4]=[C:5]([CH:40]=[CH:41][C:42]=1[O:43][CH3:44])[CH2:6][CH2:7][NH:8][C:9]1[N:14]=[C:13]([C:15]2[CH:16]=[C:17]([N:27]3[CH2:32][CH2:31][N:30](C(OC(C)(C)C)=O)[CH2:29][CH2:28]3)[C:18]3[C:23]([CH:24]=2)=[CH:22][CH:21]=[C:20]([O:25][CH3:26])[CH:19]=3)[CH:12]=[CH:11][N:10]=1.Cl. Product: [CH3:1][O:2][C:3]1[CH:4]=[C:5]([CH:40]=[CH:41][C:42]=1[O:43][CH3:44])[CH2:6][CH2:7][NH:8][C:9]1[N:14]=[C:13]([C:15]2[CH:16]=[C:17]([N:27]3[CH2:28][CH2:29][NH:30][CH2:31][CH2:32]3)[C:18]3[C:23](=[CH:22][CH:21]=[C:20]([O:25][CH3:26])[CH:19]=3)[CH:24]=2)[CH:12]=[CH:11][N:10]=1. The catalyst class is: 5. (2) Product: [CH3:12][N:10]1[CH2:11][CH2:37][CH2:36][CH:9]1[CH2:8][CH2:7][NH:6][C:5](=[O:42])[CH:18]([NH:15][C:28]([C:24]1[C:23]([CH3:31])=[C:22]([CH:20]=[O:21])[NH:26][C:25]=1[CH3:27])=[O:30])[CH3:19]. Reactant: Cl.C(N=[C:5]=[N:6][CH2:7][CH2:8][CH2:9][N:10]([CH3:12])[CH3:11])C.C([N:15]([CH2:18][CH3:19])CC)C.[CH:20]([C:22]1[NH:26][C:25]([CH3:27])=[C:24]([C:28]([OH:30])=O)[C:23]=1[CH3:31])=[O:21].ON1[C:37]2C=CC=C[C:36]=2N=N1.[OH2:42]. The catalyst class is: 3.